This data is from NCI-60 drug combinations with 297,098 pairs across 59 cell lines. The task is: Regression. Given two drug SMILES strings and cell line genomic features, predict the synergy score measuring deviation from expected non-interaction effect. (1) Drug 1: C1CN1P(=S)(N2CC2)N3CC3. Drug 2: CC1C(C(CC(O1)OC2CC(CC3=C2C(=C4C(=C3O)C(=O)C5=CC=CC=C5C4=O)O)(C(=O)C)O)N)O. Cell line: TK-10. Synergy scores: CSS=44.8, Synergy_ZIP=0.164, Synergy_Bliss=1.76, Synergy_Loewe=-28.8, Synergy_HSA=0.933. (2) Drug 1: C1=CC(=C2C(=C1NCCNCCO)C(=O)C3=C(C=CC(=C3C2=O)O)O)NCCNCCO. Drug 2: C1=CC(=CC=C1CC(C(=O)O)N)N(CCCl)CCCl.Cl. Cell line: HT29. Synergy scores: CSS=40.2, Synergy_ZIP=-0.969, Synergy_Bliss=3.08, Synergy_Loewe=-17.0, Synergy_HSA=2.33.